Dataset: CYP2C9 inhibition data for predicting drug metabolism from PubChem BioAssay. Task: Regression/Classification. Given a drug SMILES string, predict its absorption, distribution, metabolism, or excretion properties. Task type varies by dataset: regression for continuous measurements (e.g., permeability, clearance, half-life) or binary classification for categorical outcomes (e.g., BBB penetration, CYP inhibition). Dataset: cyp2c9_veith. The drug is O=C(CCN1CCOCC1)Nc1ccccc1. The result is 0 (non-inhibitor).